Dataset: Catalyst prediction with 721,799 reactions and 888 catalyst types from USPTO. Task: Predict which catalyst facilitates the given reaction. (1) Reactant: [CH3:1][C:2]1[CH:3]=[CH:4][C:5]([C:8]2[N:13]=[CH:12][CH:11]=[CH:10][N:9]=2)=[N:6][CH:7]=1.ClC1C=C(C=CC=1)C(OO)=[O:19]. Product: [CH3:1][C:2]1[CH:3]=[CH:4][C:5]([C:8]2[N:9]=[CH:10][CH:11]=[CH:12][N:13]=2)=[N+:6]([O-:19])[CH:7]=1. The catalyst class is: 2. (2) The catalyst class is: 97. Reactant: [OH-:1].[K+].[CH3:3][S:4][C:5]1[CH:6]=[C:7]2[C:11](=[CH:12][CH:13]=1)[NH:10][C:9](=[O:14])[C:8]2=O.[F:16][C:17]([F:29])([F:28])[C:18]1[CH:19]=[C:20]([C:24](=O)[CH2:25][CH3:26])[CH:21]=[CH:22][CH:23]=1. Product: [CH3:26][C:25]1[C:24]([C:20]2[CH:21]=[CH:22][CH:23]=[C:18]([C:17]([F:16])([F:28])[F:29])[CH:19]=2)=[N:10][C:11]2[C:7]([C:8]=1[C:9]([OH:14])=[O:1])=[CH:6][C:5]([S:4][CH3:3])=[CH:13][CH:12]=2. (3) The catalyst class is: 18. Reactant: [C:1]([O:5][C:6]([NH:8][CH:9]1[CH2:14][CH2:13][N:12]([C:15]2[N:16]([CH2:39][C:40](O)=[O:41])[C:17](=[O:38])[C:18]([C:30]3[CH:35]=[CH:34][C:33]([O:36][CH3:37])=[CH:32][CH:31]=3)=[C:19]([C:21]3[CH:26]=[CH:25][C:24]([C:27]#[N:28])=[C:23]([F:29])[CH:22]=3)[N:20]=2)[CH2:11][CH2:10]1)=[O:7])([CH3:4])([CH3:3])[CH3:2].[NH4+].[Cl-].C[N:46](C(ON1N=NC2C=CC=NC1=2)=[N+](C)C)C.F[P-](F)(F)(F)(F)F.CCN(C(C)C)C(C)C. Product: [C:1]([O:5][C:6](=[O:7])[NH:8][CH:9]1[CH2:10][CH2:11][N:12]([C:15]2[N:16]([CH2:39][C:40](=[O:41])[NH2:46])[C:17](=[O:38])[C:18]([C:30]3[CH:35]=[CH:34][C:33]([O:36][CH3:37])=[CH:32][CH:31]=3)=[C:19]([C:21]3[CH:26]=[CH:25][C:24]([C:27]#[N:28])=[C:23]([F:29])[CH:22]=3)[N:20]=2)[CH2:13][CH2:14]1)([CH3:3])([CH3:2])[CH3:4].